This data is from Serine/threonine kinase 33 screen with 319,792 compounds. The task is: Binary Classification. Given a drug SMILES string, predict its activity (active/inactive) in a high-throughput screening assay against a specified biological target. (1) The drug is s1c2c(CC(OC2)(C)C)c2c1nc(SCC(O)=O)nc2N. The result is 0 (inactive). (2) The compound is O(C(=O)c1n(c2c(c1)cccc2)CC(=O)c1ccc(cc1)C)CCO. The result is 0 (inactive). (3) The compound is O(Cc1ccccc1)c1c(cccc1)C(OCC(=O)NC(=O)NC)=O. The result is 0 (inactive). (4) The drug is s1c(Nc2ccc(OCC)cc2)nc(Cc2oc(SCC(=O)N)nn2)c1. The result is 0 (inactive).